This data is from Full USPTO retrosynthesis dataset with 1.9M reactions from patents (1976-2016). The task is: Predict the reactants needed to synthesize the given product. (1) Given the product [C:1]1([C:7]2[CH:12]=[CH:11][CH:10]=[C:9]([C:80]3[CH:85]=[CH:84][CH:83]=[CH:82][CH:81]=3)[C:8]=2[C@@H:19]([O:24][C:25]2[N:30]=[C:29]([NH2:31])[N:28]=[C:27]([N:32]3[CH2:44][CH2:43][C:35]4([CH2:39][NH:38][C@H:37]([C:40]([OH:42])=[O:41])[CH2:36]4)[CH2:34][CH2:33]3)[CH:26]=2)[C:20]([F:21])([F:23])[F:22])[CH:6]=[CH:5][CH:4]=[CH:3][CH:2]=1, predict the reactants needed to synthesize it. The reactants are: [C:1]1([C:7]2[CH:12]=[CH:11][C:10](C3C=CC=CC=3)=[CH:9][C:8]=2[C@@H:19]([O:24][C:25]2[N:30]=[C:29]([NH2:31])[N:28]=[C:27]([N:32]3[CH2:44][CH2:43][C:35]4([CH2:39][NH:38][C@H:37]([C:40]([OH:42])=[O:41])[CH2:36]4)[CH2:34][CH2:33]3)[CH:26]=2)[C:20]([F:23])([F:22])[F:21])[CH:6]=[CH:5][CH:4]=[CH:3][CH:2]=1.NC1N=C(N2CCC3(CN(C(OC(C)(C)C)=O)[C@H](C(OCC)=O)C3)CC2)C=C(O[C@H]([C:80]2[C:85](Br)=[CH:84][CH:83]=[CH:82][C:81]=2Br)C(F)(F)F)N=1. (2) Given the product [F:1][C:2]1[CH:7]=[CH:6][C:5]([N:8]=[C:9]2[N:13]([CH2:14][CH2:15][CH2:16][NH:17][C:25]([N:26]3[CH2:27][CH2:28][O:29][CH2:30][CH2:31]3)=[NH:32])[C:12]([C:33]3[CH:38]=[CH:37][C:36]([N:39]4[CH2:44][CH2:43][O:42][CH2:41][CH2:40]4)=[CH:35][CH:34]=3)=[CH:11][S:10]2)=[CH:4][CH:3]=1, predict the reactants needed to synthesize it. The reactants are: [F:1][C:2]1[CH:7]=[CH:6][C:5]([N:8]=[C:9]2[N:13]([CH2:14][CH2:15][CH2:16][N:17]([C:25](=[NH:32])[N:26]3[CH2:31][CH2:30][O:29][CH2:28][CH2:27]3)C(=O)OC(C)(C)C)[C:12]([C:33]3[CH:38]=[CH:37][C:36]([N:39]4[CH2:44][CH2:43][O:42][CH2:41][CH2:40]4)=[CH:35][CH:34]=3)=[CH:11][S:10]2)=[CH:4][CH:3]=1.Cl. (3) Given the product [F:17][C:16]([F:18])([F:19])[C:12]1[CH:11]=[C:10]([CH:15]=[CH:14][CH:13]=1)[CH2:9][CH:3]([CH:2]([OH:1])[CH3:20])[CH2:4][OH:5], predict the reactants needed to synthesize it. The reactants are: [O:1]=[C:2]([CH3:20])[CH:3]([CH2:9][C:10]1[CH:15]=[CH:14][CH:13]=[C:12]([C:16]([F:19])([F:18])[F:17])[CH:11]=1)[C:4](OCC)=[O:5].[BH4-].[Na+].[Na+].[Cl-].